This data is from Full USPTO retrosynthesis dataset with 1.9M reactions from patents (1976-2016). The task is: Predict the reactants needed to synthesize the given product. (1) Given the product [CH2:15]([NH:22][CH2:6][CH:7]1[CH2:12][O:11][C:10]([CH3:14])([CH3:13])[O:9][CH2:8]1)[C:16]1[CH:21]=[CH:20][CH:19]=[CH:18][CH:17]=1, predict the reactants needed to synthesize it. The reactants are: CS(O[CH2:6][CH:7]1[CH2:12][O:11][C:10]([CH3:14])([CH3:13])[O:9][CH2:8]1)(=O)=O.[CH2:15]([NH2:22])[C:16]1[CH:21]=[CH:20][CH:19]=[CH:18][CH:17]=1. (2) Given the product [CH3:1][C:2]1[CH:7]=[CH:6][C:5]([N:9]2[CH2:14][CH2:13][O:12][CH2:11][CH2:10]2)=[CH:4][CH:3]=1, predict the reactants needed to synthesize it. The reactants are: [CH3:1][C:2]1[CH:7]=[CH:6][C:5](Cl)=[CH:4][CH:3]=1.[NH:9]1[CH2:14][CH2:13][O:12][CH2:11][CH2:10]1.CC(C)([O-])C.[Na+].